This data is from Peptide-MHC class I binding affinity with 185,985 pairs from IEDB/IMGT. The task is: Regression. Given a peptide amino acid sequence and an MHC pseudo amino acid sequence, predict their binding affinity value. This is MHC class I binding data. The MHC is HLA-A02:01 with pseudo-sequence HLA-A02:01. The peptide sequence is RAMDVYCHR. The binding affinity (normalized) is 0.0847.